Dataset: NCI-60 drug combinations with 297,098 pairs across 59 cell lines. Task: Regression. Given two drug SMILES strings and cell line genomic features, predict the synergy score measuring deviation from expected non-interaction effect. (1) Drug 1: C1=NC(=NC(=O)N1C2C(C(C(O2)CO)O)O)N. Drug 2: C(=O)(N)NO. Cell line: KM12. Synergy scores: CSS=26.2, Synergy_ZIP=-6.09, Synergy_Bliss=3.37, Synergy_Loewe=-36.0, Synergy_HSA=0.524. (2) Drug 1: CC1=CC=C(C=C1)C2=CC(=NN2C3=CC=C(C=C3)S(=O)(=O)N)C(F)(F)F. Drug 2: CC(C)CN1C=NC2=C1C3=CC=CC=C3N=C2N. Cell line: NCI-H322M. Synergy scores: CSS=-0.925, Synergy_ZIP=0.666, Synergy_Bliss=1.09, Synergy_Loewe=-1.23, Synergy_HSA=-1.28.